From a dataset of Catalyst prediction with 721,799 reactions and 888 catalyst types from USPTO. Predict which catalyst facilitates the given reaction. (1) Product: [Cl:1][C:2]1[CH:7]=[CH:6][CH:5]=[C:4]([F:8])[C:3]=1[NH:9][C:10]1[NH:11][C:12]2[C:18]3[CH2:19][C:20]([CH3:22])([CH3:23])[O:21][C:17]=3[C:16]([C:24]([NH:38][C:37]3[CH:39]=[C:33]([CH:32]([F:31])[F:41])[CH:34]=[CH:35][C:36]=3[F:40])=[O:25])=[CH:15][C:13]=2[N:14]=1. The catalyst class is: 1. Reactant: [Cl:1][C:2]1[CH:7]=[CH:6][CH:5]=[C:4]([F:8])[C:3]=1[NH:9][C:10]1[NH:11][C:12]2[C:18]3[CH2:19][C:20]([CH3:23])([CH3:22])[O:21][C:17]=3[C:16]([C:24](O)=[O:25])=[CH:15][C:13]=2[N:14]=1.S(Cl)(Cl)=O.[F:31][CH:32]([F:41])[C:33]1[CH:34]=[CH:35][C:36]([F:40])=[C:37]([CH:39]=1)[NH2:38].CCN(C(C)C)C(C)C. (2) Reactant: [NH2:1][C:2]1[CH:7]=[CH:6][C:5]([C:8]2[N:9]([CH:22]3[CH2:25][CH2:24][CH2:23]3)[C:10]3[C:15]([C:16]=2[C:17]#[N:18])=[CH:14][CH:13]=[C:12]([O:19][CH2:20][CH3:21])[CH:11]=3)=[CH:4][CH:3]=1.Cl[C:27](OC1C=CC([N+]([O-])=O)=CC=1)=[O:28].N1C=CC=CC=1.[CH2:45]([CH2:47][NH2:48])[OH:46]. Product: [C:17]([C:16]1[C:15]2[C:10](=[CH:11][C:12]([O:19][CH2:20][CH3:21])=[CH:13][CH:14]=2)[N:9]([CH:22]2[CH2:23][CH2:24][CH2:25]2)[C:8]=1[C:5]1[CH:4]=[CH:3][C:2]([NH:1][C:27]([NH:48][CH2:47][CH2:45][OH:46])=[O:28])=[CH:7][CH:6]=1)#[N:18]. The catalyst class is: 2. (3) Reactant: [C:1]([O:5][C:6]([N:8]([CH2:33][C@@H:34]([C:36]1[CH:41]=[CH:40][CH:39]=[C:38]([Cl:42])[CH:37]=1)[OH:35])[CH2:9][CH2:10][C:11]1[CH:16]=[CH:15][C:14]([C:17]2[CH:25]=[C:24]3[C:20]([C:21]([C:29]([O:31][CH3:32])=[O:30])=[CH:22][N:23]3[CH:26]([CH3:28])[CH3:27])=[CH:19][CH:18]=2)=[CH:13][CH:12]=1)=[O:7])([CH3:4])([CH3:3])[CH3:2].[O:43]1[CH:48]=[CH:47][CH2:46][CH2:45][CH2:44]1.C1(C)C=CC(S([O-])(=O)=O)=CC=1.[NH+]1C=CC=CC=1.O. Product: [C:1]([O:5][C:6]([N:8]([CH2:33][C@@H:34]([C:36]1[CH:41]=[CH:40][CH:39]=[C:38]([Cl:42])[CH:37]=1)[O:35][CH:44]1[CH2:45][CH2:46][CH2:47][CH2:48][O:43]1)[CH2:9][CH2:10][C:11]1[CH:12]=[CH:13][C:14]([C:17]2[CH:25]=[C:24]3[C:20]([C:21]([C:29]([O:31][CH3:32])=[O:30])=[CH:22][N:23]3[CH:26]([CH3:27])[CH3:28])=[CH:19][CH:18]=2)=[CH:15][CH:16]=1)=[O:7])([CH3:3])([CH3:4])[CH3:2]. The catalyst class is: 4. (4) The catalyst class is: 4. Product: [CH3:26][S:23]([O:1][CH2:2][CH2:3][CH2:4][C:5]1[S:9][C:8]([C:10]([O:12][CH:13]([CH3:15])[CH3:14])=[O:11])=[CH:7][CH:6]=1)(=[O:25])=[O:24].[S:23]([OH:1])(=[O:25])(=[O:24])[CH3:26]. Reactant: [OH:1][CH2:2][CH2:3][CH2:4][C:5]1[S:9][C:8]([C:10]([O:12][CH:13]([CH3:15])[CH3:14])=[O:11])=[CH:7][CH:6]=1.C(N(CC)CC)C.[S:23](Cl)([CH3:26])(=[O:25])=[O:24].